Task: Predict the reactants needed to synthesize the given product.. Dataset: Full USPTO retrosynthesis dataset with 1.9M reactions from patents (1976-2016) (1) Given the product [OH:36][CH2:37][CH:38]([OH:40])[CH2:39][O:1][C:2]1[CH:7]=[CH:6][C:5]([CH:8]=[CH:9][C:10]2[CH:15]=[CH:14][C:13]([N:16]([C:24]3[CH:25]=[CH:26][C:27]([CH3:30])=[CH:28][CH:29]=3)[C:17]3[CH:22]=[CH:21][C:20]([CH3:23])=[CH:19][CH:18]=3)=[CH:12][CH:11]=2)=[CH:4][CH:3]=1, predict the reactants needed to synthesize it. The reactants are: [OH:1][C:2]1[CH:7]=[CH:6][C:5]([CH:8]=[CH:9][C:10]2[CH:15]=[CH:14][C:13]([N:16]([C:24]3[CH:29]=[CH:28][C:27]([CH3:30])=[CH:26][CH:25]=3)[C:17]3[CH:22]=[CH:21][C:20]([CH3:23])=[CH:19][CH:18]=3)=[CH:12][CH:11]=2)=[CH:4][CH:3]=1.C([O:36][CH2:37][CH:38]1[O:40][CH2:39]1)(=O)C(C)=C.[OH-].[Na+]. (2) The reactants are: [NH2:1][CH:2]([CH2:13][NH2:14])[C:3]([NH:5][CH:6]1[CH2:11][CH2:10][CH:9]([CH3:12])[CH2:8][CH2:7]1)=[O:4].[C:15]1(=O)[CH2:21][CH2:20][CH2:19][CH2:18][CH2:17][C:16]1=O.CC1C=CC(S([O-])(=O)=O)=CC=1.C1C=C[NH+]=CC=1. Given the product [CH3:12][C@H:9]1[CH2:10][CH2:11][C@H:6]([NH:5][C:3]([C:2]2[N:1]=[C:16]3[CH2:17][CH2:18][CH2:19][CH2:20][CH2:21][C:15]3=[N:14][CH:13]=2)=[O:4])[CH2:7][CH2:8]1, predict the reactants needed to synthesize it. (3) Given the product [CH3:1][S:12][C:4]1[O:3][C:7]2[CH:8]=[CH:9][CH:10]=[CH:11][C:6]=2[N:5]=1, predict the reactants needed to synthesize it. The reactants are: [CH3:1]I.[O:3]1[C:7]2[CH:8]=[CH:9][CH:10]=[CH:11][C:6]=2[N:5]=[C:4]1[SH:12]. (4) Given the product [Cl:58][C:37]1[CH:36]=[C:35]([NH:67][C:62]2[CH:61]=[C:60]([F:59])[CH:65]=[C:64]([F:66])[CH:63]=2)[CH:40]=[CH:39][C:38]=1[C:41]([C:43]1[CH:48]=[C:47]([N:49]2[CH:53]=[C:52]([CH2:54][CH2:55][OH:56])[N:51]=[N:50]2)[CH:46]=[CH:45][C:44]=1[CH3:57])=[O:42], predict the reactants needed to synthesize it. The reactants are: FC1C=C(F)C=CC=1NC1C=CC(C(C2C=C(N3C=C(CCO)N=N3)C=CC=2C)=O)=C(C)C=1.Br[C:35]1[CH:40]=[CH:39][C:38]([C:41]([C:43]2[CH:48]=[C:47]([N:49]3[CH:53]=[C:52]([CH2:54][CH2:55][OH:56])[N:51]=[N:50]3)[CH:46]=[CH:45][C:44]=2[CH3:57])=[O:42])=[C:37]([Cl:58])[CH:36]=1.[F:59][C:60]1[CH:61]=[C:62]([NH2:67])[CH:63]=[C:64]([F:66])[CH:65]=1. (5) Given the product [F:1][C:2]([F:29])([F:28])[C:3]1[CH:4]=[C:5]([C:13]2[S:14][CH:15]=[C:16]([CH:18]3[CH2:23][CH2:22][N:21]([C:24](=[O:27])[CH2:25][N:35]4[C:34]5[CH:36]=[CH:37][N:38]=[CH:39][C:33]=5[N:32]=[C:31]4[CH3:30])[CH2:20][CH2:19]3)[N:17]=2)[CH:6]=[C:7]([C:9]([F:12])([F:11])[F:10])[CH:8]=1, predict the reactants needed to synthesize it. The reactants are: [F:1][C:2]([F:29])([F:28])[C:3]1[CH:4]=[C:5]([C:13]2[S:14][CH:15]=[C:16]([CH:18]3[CH2:23][CH2:22][N:21]([C:24](=[O:27])[CH2:25]Cl)[CH2:20][CH2:19]3)[N:17]=2)[CH:6]=[C:7]([C:9]([F:12])([F:11])[F:10])[CH:8]=1.[CH3:30][C:31]1[NH:32][C:33]2[CH:39]=[N:38][CH:37]=[CH:36][C:34]=2[N:35]=1. (6) Given the product [O:27]=[S:23]1(=[O:28])[CH2:24][CH2:25][CH2:26][N:22]1[C:19]1[N:18]=[CH:17][C:16]([C:14]([N:11]2[CH2:12][CH2:13][CH:8]([C:6](=[O:7])[C:5]3[CH:29]=[CH:30][C:2]([CH3:31])=[CH:3][CH:4]=3)[CH2:9][CH2:10]2)=[O:15])=[CH:21][CH:20]=1, predict the reactants needed to synthesize it. The reactants are: Cl[C:2]1[CH:30]=[CH:29][C:5]([C:6]([CH:8]2[CH2:13][CH2:12][N:11]([C:14]([C:16]3[CH:17]=[N:18][C:19]([N:22]4[CH2:26][CH2:25][CH2:24][S:23]4(=[O:28])=[O:27])=[CH:20][CH:21]=3)=[O:15])[CH2:10][CH2:9]2)=[O:7])=[CH:4][CH:3]=1.[CH3:31]B(O)O. (7) Given the product [Cl:37][C:36]1[C:35]2[CH:27]3[CH2:28][NH:29][CH2:30][CH:26]3[CH:25]([CH3:33])[C:24]=2[CH:31]=[C:32]([Cl:8])[C:21]=1[O:20][CH3:19], predict the reactants needed to synthesize it. The reactants are: C1C(=O)N([Cl:8])C(=O)C1.C(O)(=O)C.C(NC(=O)[O-])C.[CH3:19][O:20][C:21]1C=C[C:24]2[CH:25]([CH3:33])[CH:26]3[CH2:30][NH:29][CH2:28][CH:27]3[C:31]=2[CH:32]=1.Cl[CH2:35][CH2:36][Cl:37]. (8) Given the product [CH:28]([C:31]1[CH:36]=[C:35]([CH3:37])[CH:34]=[CH:33][C:32]=1[NH:38][C:39]([NH:41][C:2]([NH:1][CH2:4][CH2:5][C:6]1[CH:11]=[CH:10][CH:9]=[C:8]([C:12]2[N:16]=[CH:15][N:14]([C:17]3[CH:22]=[CH:21][C:20]([O:23][C:24]([F:26])([F:25])[F:27])=[CH:19][CH:18]=3)[N:13]=2)[CH:7]=1)=[O:3])=[S:40])([CH3:30])[CH3:29], predict the reactants needed to synthesize it. The reactants are: [N:1]([CH2:4][CH2:5][C:6]1[CH:7]=[C:8]([C:12]2[N:16]=[CH:15][N:14]([C:17]3[CH:22]=[CH:21][C:20]([O:23][C:24]([F:27])([F:26])[F:25])=[CH:19][CH:18]=3)[N:13]=2)[CH:9]=[CH:10][CH:11]=1)=[C:2]=[O:3].[CH:28]([C:31]1[CH:36]=[C:35]([CH3:37])[CH:34]=[CH:33][C:32]=1[NH:38][C:39]([NH2:41])=[S:40])([CH3:30])[CH3:29]. (9) The reactants are: [N+:1]([C:4]1[CH:14]=[CH:13][C:7]2[S:8][CH2:9][C:10](=[O:12])[NH:11][C:6]=2[CH:5]=1)([O-:3])=[O:2].Br[CH:16]([CH3:22])[C:17]([O:19][CH2:20][CH3:21])=[O:18].C([O-])([O-])=O.[K+].[K+]. Given the product [N+:1]([C:4]1[CH:14]=[CH:13][C:7]2[S:8][CH2:9][C:10](=[O:12])[N:11]([CH:16]([CH3:22])[C:17]([O:19][CH2:20][CH3:21])=[O:18])[C:6]=2[CH:5]=1)([O-:3])=[O:2], predict the reactants needed to synthesize it.